This data is from Aqueous solubility values for 9,982 compounds from the AqSolDB database. The task is: Regression/Classification. Given a drug SMILES string, predict its absorption, distribution, metabolism, or excretion properties. Task type varies by dataset: regression for continuous measurements (e.g., permeability, clearance, half-life) or binary classification for categorical outcomes (e.g., BBB penetration, CYP inhibition). For this dataset (solubility_aqsoldb), we predict Y. (1) The drug is COc1cc(N)c2c(c1N)C(=O)c1ccccc1C2=O. The Y is -5.75 log mol/L. (2) The drug is CC(C)(O)C(=O)c1ccc(C2(C)CC(C)(C)c3ccc(C(=O)C(C)(C)O)cc32)cc1. The Y is -5.96 log mol/L. (3) The compound is C=C(C)C1CC=C(C)CC1.CC12CCC(CC1)C(C)(C)O2.CC1=CCC2CC1C2(C)C. The Y is -5.34 log mol/L. (4) The compound is Cc1ccc(S(=O)(=O)O)cc1. The Y is 0.556 log mol/L. (5) The compound is Cc1cc2nc3c(C)c(N)ccc3[n+](-c3ccccc3)c2cc1N.[Cl-]. The Y is -0.846 log mol/L. (6) The molecule is N#N. The Y is -0.190 log mol/L. (7) The drug is COC(=O)c1c(Cl)c(Cl)c(Cl)c(Cl)c1C#N.C[O-].Cc1cc(N)ccc1N=Nc1ccc(N)cc1.[Na+]. The Y is -7.53 log mol/L. (8) The molecule is [Dy]. The Y is -7.51 log mol/L.